Dataset: Peptide-MHC class I binding affinity with 185,985 pairs from IEDB/IMGT. Task: Regression. Given a peptide amino acid sequence and an MHC pseudo amino acid sequence, predict their binding affinity value. This is MHC class I binding data. (1) The peptide sequence is LTDNGYLLY. The MHC is HLA-A01:01 with pseudo-sequence HLA-A01:01. The binding affinity (normalized) is 1.00. (2) The MHC is HLA-A30:01 with pseudo-sequence HLA-A30:01. The binding affinity (normalized) is 0.0847. The peptide sequence is ILQDRIRMY.